From a dataset of Catalyst prediction with 721,799 reactions and 888 catalyst types from USPTO. Predict which catalyst facilitates the given reaction. (1) Reactant: [F:1][C:2]([F:32])([F:31])[C:3]1[CH:8]=[CH:7][C:6]([C:9]2[C:10]([C:15]([NH:17][C:18]3[CH:27]=[C:26]4[C:21]([CH:22]=[C:23]([C:28]([OH:30])=O)[CH:24]=[N:25]4)=[CH:20][CH:19]=3)=[O:16])=[CH:11][CH:12]=[CH:13][CH:14]=2)=[CH:5][CH:4]=1.[CH2:33]([NH2:40])[C:34]1[CH:39]=[CH:38][CH:37]=[CH:36][CH:35]=1.Cl.CN(C)CCCN=C=NCC.ON1C2C=CC=CC=2N=N1.C(N(CC)CC)C. The catalyst class is: 4. Product: [CH2:33]([NH:40][C:28]([C:23]1[CH:24]=[N:25][C:26]2[C:21]([CH:22]=1)=[CH:20][CH:19]=[C:18]([NH:17][C:15]([C:10]1[C:9]([C:6]3[CH:7]=[CH:8][C:3]([C:2]([F:1])([F:31])[F:32])=[CH:4][CH:5]=3)=[CH:14][CH:13]=[CH:12][CH:11]=1)=[O:16])[CH:27]=2)=[O:30])[C:34]1[CH:39]=[CH:38][CH:37]=[CH:36][CH:35]=1. (2) Reactant: [O:1]=[C:2]1[CH2:6][CH2:5][C:4](=[O:7])[N:3]1[CH2:8][C:9]1[C:18]([F:19])=[C:17]2[C:12]([C:13]([C:23]3[CH:28]=[CH:27][C:26]([F:29])=[CH:25][CH:24]=3)=[CH:14][C:15]([C:20](O)=[O:21])=[N:16]2)=[CH:11][CH:10]=1.C[N:31](C(ON1N=NC2C=CC=NC1=2)=[N+](C)C)C.F[P-](F)(F)(F)(F)F.[OH-].[NH4+]. Product: [O:1]=[C:2]1[CH2:6][CH2:5][C:4](=[O:7])[N:3]1[CH2:8][C:9]1[C:18]([F:19])=[C:17]2[C:12]([C:13]([C:23]3[CH:28]=[CH:27][C:26]([F:29])=[CH:25][CH:24]=3)=[CH:14][C:15]([C:20]([NH2:31])=[O:21])=[N:16]2)=[CH:11][CH:10]=1. The catalyst class is: 3.